From a dataset of Peptide-MHC class II binding affinity with 134,281 pairs from IEDB. Regression. Given a peptide amino acid sequence and an MHC pseudo amino acid sequence, predict their binding affinity value. This is MHC class II binding data. The peptide sequence is AVVCGRRHGVRIRVR. The MHC is HLA-DQA10301-DQB10302 with pseudo-sequence HLA-DQA10301-DQB10302. The binding affinity (normalized) is 0.0850.